From a dataset of Forward reaction prediction with 1.9M reactions from USPTO patents (1976-2016). Predict the product of the given reaction. (1) Given the reactants Cl[C:2]1[N:7]=[CH:6][N:5]=[C:4]([NH2:8])[CH:3]=1.C(N(C(C)C)CC)(C)C.[CH3:18][O:19][CH2:20][CH2:21][N:22]1[CH2:27][CH2:26][NH:25][CH2:24][CH2:23]1, predict the reaction product. The product is: [CH3:18][O:19][CH2:20][CH2:21][N:22]1[CH2:27][CH2:26][N:25]([C:2]2[N:7]=[CH:6][N:5]=[C:4]([NH2:8])[CH:3]=2)[CH2:24][CH2:23]1. (2) Given the reactants [N+:1]([O-:4])([O-])=[O:2].[K+].FC(F)(F)C(O)=O.[NH2:13][C:14]1[CH:15]=[CH:16][C:17]([O:29][C:30]2[CH:35]=[CH:34][C:33]([F:36])=[CH:32][CH:31]=2)=[C:18]([CH:20]2[CH2:25][CH2:24][CH2:23][CH2:22][N:21]2[C:26](=[O:28])[CH3:27])[CH:19]=1.C(=O)(O)[O-].[Na+], predict the reaction product. The product is: [NH2:13][C:14]1[C:15]([N+:1]([O-:4])=[O:2])=[CH:16][C:17]([O:29][C:30]2[CH:31]=[CH:32][C:33]([F:36])=[CH:34][CH:35]=2)=[C:18]([CH:20]2[CH2:25][CH2:24][CH2:23][CH2:22][N:21]2[C:26](=[O:28])[CH3:27])[CH:19]=1. (3) Given the reactants [F:1][C:2]1[CH:3]=[C:4]([NH:10][C:11]2[C:16]([C:17]3[N:22]=[C:21]([CH3:23])[N:20]=[C:19]([N:24](CC4C=CC(OC)=CC=4)CC4C=CC(OC)=CC=4)[CH:18]=3)=[CH:15][C:14]([C@H:43]([N:45]3[CH2:50][CH2:49][N:48]([S:51]([CH3:54])(=[O:53])=[O:52])[CH2:47][C@@H:46]3[CH3:55])[CH3:44])=[CH:13][N:12]=2)[CH:5]=[N:6][C:7]=1[O:8][CH3:9].OS(C(F)(F)F)(=O)=O, predict the reaction product. The product is: [F:1][C:2]1[CH:3]=[C:4]([NH:10][C:11]2[C:16]([C:17]3[N:22]=[C:21]([CH3:23])[N:20]=[C:19]([NH2:24])[CH:18]=3)=[CH:15][C:14]([C@H:43]([N:45]3[CH2:50][CH2:49][N:48]([S:51]([CH3:54])(=[O:53])=[O:52])[CH2:47][C@@H:46]3[CH3:55])[CH3:44])=[CH:13][N:12]=2)[CH:5]=[N:6][C:7]=1[O:8][CH3:9]. (4) Given the reactants Cl[C:2]1[N:7]=[C:6]([O:8][C:9]2[C:18]3[C:13](=[CH:14][CH:15]=[CH:16][CH:17]=3)[C:12]([NH:19][C:20]([NH:22][C:23]3[N:27]([C:28]4[CH:33]=[CH:32][C:31]([CH3:34])=[CH:30][CH:29]=4)[N:26]=[C:25]([CH:35]([CH3:37])[CH3:36])[CH:24]=3)=[O:21])=[CH:11][CH:10]=2)[CH:5]=[CH:4][N:3]=1.[CH3:38][S:39]([O:42][C:43]1[CH:48]=[C:47]([O:49][CH3:50])[CH:46]=[C:45]([NH2:51])[CH:44]=1)(=[O:41])=[O:40], predict the reaction product. The product is: [CH3:38][S:39]([O:42][C:43]1[CH:48]=[C:47]([O:49][CH3:50])[CH:46]=[C:45]([NH:51][C:2]2[N:7]=[C:6]([O:8][C:9]3[C:18]4[C:13](=[CH:14][CH:15]=[CH:16][CH:17]=4)[C:12]([NH:19][C:20]([NH:22][C:23]4[N:27]([C:28]5[CH:33]=[CH:32][C:31]([CH3:34])=[CH:30][CH:29]=5)[N:26]=[C:25]([CH:35]([CH3:36])[CH3:37])[CH:24]=4)=[O:21])=[CH:11][CH:10]=3)[CH:5]=[CH:4][N:3]=2)[CH:44]=1)(=[O:41])=[O:40]. (5) Given the reactants ClCCl.[I-].[C:5]([O:9][C:10]([N:12]([CH2:25][C@@H:26]1[C@@H:30]([C:31]2[CH:36]=[CH:35][CH:34]=[CH:33][CH:32]=2)[CH2:29][N:28]([C:37]([N:39]2[CH:43]=[CH:42][N+](C)=[CH:40]2)=[O:38])[CH2:27]1)[C@@H:13]([C:15]1[C:24]2[C:19](=[CH:20][CH:21]=[CH:22][CH:23]=2)[CH:18]=[CH:17][CH:16]=1)[CH3:14])=[O:11])([CH3:8])([CH3:7])[CH3:6].C(N(CC)CC)C.N1CC[CH:55]([C:58]([O:60][CH2:61][CH3:62])=[O:59])[CH2:54]C1, predict the reaction product. The product is: [C:5]([O:9][C:10]([N:12]([CH2:25][C@@H:26]1[C@@H:30]([C:31]2[CH:36]=[CH:35][CH:34]=[CH:33][CH:32]=2)[CH2:29][N:28]([C:37]([N:39]2[CH2:43][CH2:42][CH:55]([C:58]([O:60][CH2:61][CH3:62])=[O:59])[CH2:54][CH2:40]2)=[O:38])[CH2:27]1)[C@@H:13]([C:15]1[C:16]2[C:21](=[CH:20][CH:19]=[CH:18][CH:17]=2)[CH:22]=[CH:23][CH:24]=1)[CH3:14])=[O:11])([CH3:8])([CH3:6])[CH3:7]. (6) Given the reactants [NH2:1][C:2]1[CH:7]=[CH:6][C:5]([CH:8]2[CH2:12][CH2:11][N:10]([C:13]([O:15][C:16]([CH3:19])([CH3:18])[CH3:17])=[O:14])[CH2:9]2)=[CH:4][CH:3]=1.C(N(CC)CC)C.ClC(Cl)(O[C:31](=[O:37])[O:32][C:33](Cl)(Cl)Cl)Cl.[Cl:39][C:40]1[CH:48]=[CH:47][C:43]([CH2:44]CO)=[CH:42][CH:41]=1, predict the reaction product. The product is: [C:16]([O:15][C:13]([N:10]1[CH2:11][CH2:12][CH:8]([C:5]2[CH:4]=[CH:3][C:2]([NH:1][C:31]([O:32][CH2:33][CH2:44][C:43]3[CH:47]=[CH:48][C:40]([Cl:39])=[CH:41][CH:42]=3)=[O:37])=[CH:7][CH:6]=2)[CH2:9]1)=[O:14])([CH3:19])([CH3:18])[CH3:17].